This data is from NCI-60 drug combinations with 297,098 pairs across 59 cell lines. The task is: Regression. Given two drug SMILES strings and cell line genomic features, predict the synergy score measuring deviation from expected non-interaction effect. (1) Drug 1: CC1=CC2C(CCC3(C2CCC3(C(=O)C)OC(=O)C)C)C4(C1=CC(=O)CC4)C. Drug 2: C(=O)(N)NO. Cell line: RPMI-8226. Synergy scores: CSS=27.0, Synergy_ZIP=-0.916, Synergy_Bliss=5.17, Synergy_Loewe=-0.836, Synergy_HSA=4.87. (2) Drug 1: CC1=C2C(C(=O)C3(C(CC4C(C3C(C(C2(C)C)(CC1OC(=O)C(C(C5=CC=CC=C5)NC(=O)OC(C)(C)C)O)O)OC(=O)C6=CC=CC=C6)(CO4)OC(=O)C)OC)C)OC. Drug 2: C(CCl)NC(=O)N(CCCl)N=O. Cell line: PC-3. Synergy scores: CSS=50.2, Synergy_ZIP=16.0, Synergy_Bliss=15.8, Synergy_Loewe=-7.12, Synergy_HSA=17.4. (3) Drug 1: C1=NC(=NC(=O)N1C2C(C(C(O2)CO)O)O)N. Drug 2: C1CC(=O)NC(=O)C1N2C(=O)C3=CC=CC=C3C2=O. Cell line: M14. Synergy scores: CSS=35.5, Synergy_ZIP=-6.43, Synergy_Bliss=-0.301, Synergy_Loewe=-32.2, Synergy_HSA=-1.56. (4) Drug 1: CCCCCOC(=O)NC1=NC(=O)N(C=C1F)C2C(C(C(O2)C)O)O. Drug 2: CC1=C2C(C(=O)C3(C(CC4C(C3C(C(C2(C)C)(CC1OC(=O)C(C(C5=CC=CC=C5)NC(=O)OC(C)(C)C)O)O)OC(=O)C6=CC=CC=C6)(CO4)OC(=O)C)O)C)O. Cell line: OVCAR-5. Synergy scores: CSS=-2.66, Synergy_ZIP=3.42, Synergy_Bliss=-0.866, Synergy_Loewe=-13.4, Synergy_HSA=-8.90. (5) Drug 1: C1CC(=O)NC(=O)C1N2CC3=C(C2=O)C=CC=C3N. Drug 2: CC1OCC2C(O1)C(C(C(O2)OC3C4COC(=O)C4C(C5=CC6=C(C=C35)OCO6)C7=CC(=C(C(=C7)OC)O)OC)O)O. Cell line: TK-10. Synergy scores: CSS=29.4, Synergy_ZIP=9.85, Synergy_Bliss=9.81, Synergy_Loewe=-10.2, Synergy_HSA=10.4. (6) Drug 1: C1CCC(CC1)NC(=O)N(CCCl)N=O. Drug 2: C1CN(P(=O)(OC1)NCCCl)CCCl. Cell line: LOX IMVI. Synergy scores: CSS=39.1, Synergy_ZIP=-4.64, Synergy_Bliss=-0.967, Synergy_Loewe=-4.40, Synergy_HSA=0.648. (7) Drug 2: N.N.Cl[Pt+2]Cl. Cell line: HCT-15. Drug 1: COC1=C(C=C2C(=C1)N=CN=C2NC3=CC(=C(C=C3)F)Cl)OCCCN4CCOCC4. Synergy scores: CSS=36.1, Synergy_ZIP=-6.92, Synergy_Bliss=0.803, Synergy_Loewe=-10.1, Synergy_HSA=-1.20. (8) Drug 1: C1=NC2=C(N=C(N=C2N1C3C(C(C(O3)CO)O)O)F)N. Drug 2: C(=O)(N)NO. Cell line: LOX IMVI. Synergy scores: CSS=-8.45, Synergy_ZIP=3.33, Synergy_Bliss=1.60, Synergy_Loewe=-4.66, Synergy_HSA=-5.42. (9) Drug 1: CC1OCC2C(O1)C(C(C(O2)OC3C4COC(=O)C4C(C5=CC6=C(C=C35)OCO6)C7=CC(=C(C(=C7)OC)O)OC)O)O. Drug 2: CN(CCCl)CCCl.Cl. Cell line: LOX IMVI. Synergy scores: CSS=33.1, Synergy_ZIP=-4.75, Synergy_Bliss=-5.60, Synergy_Loewe=-6.40, Synergy_HSA=-1.01. (10) Drug 1: CN1CCC(CC1)COC2=C(C=C3C(=C2)N=CN=C3NC4=C(C=C(C=C4)Br)F)OC. Drug 2: CC1C(C(CC(O1)OC2CC(OC(C2O)C)OC3=CC4=CC5=C(C(=O)C(C(C5)C(C(=O)C(C(C)O)O)OC)OC6CC(C(C(O6)C)O)OC7CC(C(C(O7)C)O)OC8CC(C(C(O8)C)O)(C)O)C(=C4C(=C3C)O)O)O)O. Cell line: CCRF-CEM. Synergy scores: CSS=7.33, Synergy_ZIP=0.237, Synergy_Bliss=4.77, Synergy_Loewe=6.15, Synergy_HSA=4.34.